This data is from hERG potassium channel inhibition data for cardiac toxicity prediction from Karim et al.. The task is: Regression/Classification. Given a drug SMILES string, predict its toxicity properties. Task type varies by dataset: regression for continuous values (e.g., LD50, hERG inhibition percentage) or binary classification for toxic/non-toxic outcomes (e.g., AMES mutagenicity, cardiotoxicity, hepatotoxicity). Dataset: herg_karim. (1) The drug is N[C@@H]1CCC=C(c2ccc(F)cc2)[C@H]1COc1cc(F)c(S(=O)(=O)Nc2cscn2)cc1Cl. The result is 0 (non-blocker). (2) The drug is CCN(CCc1ccc(Cl)c(Cl)c1)C[C@H](O)COc1ccc(NS(C)(=O)=O)cc1. The result is 1 (blocker). (3) The molecule is COc1cc(N2CCC(N3CCN(C)CC3)CC2)ccc1-c1nc2c(N[C@H]3[C@@H](C(N)=O)[C@@H]4C=C[C@H]3C4)c(Cl)cnc2[nH]1. The result is 0 (non-blocker).